From a dataset of Catalyst prediction with 721,799 reactions and 888 catalyst types from USPTO. Predict which catalyst facilitates the given reaction. (1) Reactant: [C:1]1([C:7]2[N:11]=[C:10]([N:12]3[CH2:17][CH2:16][NH:15][CH2:14][CH2:13]3)[S:9][N:8]=2)[CH:6]=[CH:5][CH:4]=[CH:3][CH:2]=1.C(N(CC)CC)C.[C:25]([C:29]1[CH:34]=[CH:33][C:32]([N:35]=[C:36]=[O:37])=[CH:31][CH:30]=1)([CH3:28])([CH3:27])[CH3:26]. Product: [C:25]([C:29]1[CH:34]=[CH:33][C:32]([NH:35][C:36]([N:15]2[CH2:16][CH2:17][N:12]([C:10]3[S:9][N:8]=[C:7]([C:1]4[CH:2]=[CH:3][CH:4]=[CH:5][CH:6]=4)[N:11]=3)[CH2:13][CH2:14]2)=[O:37])=[CH:31][CH:30]=1)([CH3:28])([CH3:26])[CH3:27]. The catalyst class is: 7. (2) The catalyst class is: 11. Reactant: P(Cl)(Cl)(Cl)=O.[CH3:6][C:7]1[CH:8]=[CH:9][C:10]([CH2:13][NH:14][CH:15]=O)=[N:11][CH:12]=1. Product: [CH3:6][C:7]1[CH:8]=[CH:9][C:10]2[N:11]([CH:15]=[N:14][CH:13]=2)[CH:12]=1.